Predict the reaction yield, written as a fraction of the theoretical maximum amount of product (1.0 means a 100% yield; for example, 0.34 means a 34% yield). From a dataset of Reaction yield outcomes from USPTO patents with 853,638 reactions. (1) The reactants are O[C:2]1[C:10]([NH:11][C:12](=[O:19])[C:13]2[CH:18]=[CH:17][N:16]=[CH:15][CH:14]=2)=[CH:9][CH:8]=[CH:7][C:3]=1[C:4]([OH:6])=[O:5].O.C1(C)C=CC(S(O)(=O)=O)=CC=1.C1(C)C(C)=CC=CC=1.C(=O)([O-])[O-].[K+].[K+]. The catalyst is C(OCC)(=O)C. The product is [N:16]1[CH:15]=[CH:14][C:13]([C:12]2[O:19][C:2]3[C:3]([C:4]([OH:6])=[O:5])=[CH:7][CH:8]=[CH:9][C:10]=3[N:11]=2)=[CH:18][CH:17]=1. The yield is 0.820. (2) The reactants are [NH2:1][C:2]1[N:7]=[CH:6][N:5]=[C:4]2[N:8]([CH2:12][C@H:13]3[CH2:17][CH2:16][CH2:15][N:14]3[C:18]([O:20][C:21]([CH3:24])([CH3:23])[CH3:22])=[O:19])[N:9]=[C:10](I)[C:3]=12.[F:25][C:26]1[C:47]([F:48])=[CH:46][CH:45]=[CH:44][C:27]=1[O:28][C:29]1[CH:34]=[CH:33][C:32](B2OC(C)(C)C(C)(C)O2)=[CH:31][CH:30]=1.C(=O)([O-])[O-].[Na+].[Na+]. The catalyst is O1CCOCC1.O. The product is [NH2:1][C:2]1[N:7]=[CH:6][N:5]=[C:4]2[N:8]([CH2:12][C@H:13]3[CH2:17][CH2:16][CH2:15][N:14]3[C:18]([O:20][C:21]([CH3:24])([CH3:23])[CH3:22])=[O:19])[N:9]=[C:10]([C:32]3[CH:31]=[CH:30][C:29]([O:28][C:27]4[CH:44]=[CH:45][CH:46]=[C:47]([F:48])[C:26]=4[F:25])=[CH:34][CH:33]=3)[C:3]=12. The yield is 0.710. (3) The reactants are [NH2:1][C:2]1[N:10]=[CH:9][N:8]=[C:7]2[C:3]=1[N:4]=[CH:5][N:6]2[C@H:11]1[C@@H:15]2[O:16]C(C)(C)[O:18][C@@H:14]2[C@@H:13]([CH2:21][N:22]([CH2:40][CH3:41])[CH2:23][CH2:24][CH2:25][NH:26][C:27]([NH:29][C:30]2[CH:35]=[CH:34][C:33]([C:36]([CH3:39])([CH3:38])[CH3:37])=[CH:32][CH:31]=2)=[O:28])[O:12]1. The catalyst is C(O)(C(F)(F)F)=O.O. The product is [NH2:1][C:2]1[N:10]=[CH:9][N:8]=[C:7]2[C:3]=1[N:4]=[CH:5][N:6]2[C@@H:11]1[O:12][C@H:13]([CH2:21][N:22]([CH2:40][CH3:41])[CH2:23][CH2:24][CH2:25][NH:26][C:27]([NH:29][C:30]2[CH:31]=[CH:32][C:33]([C:36]([CH3:39])([CH3:38])[CH3:37])=[CH:34][CH:35]=2)=[O:28])[C@@H:14]([OH:18])[C@H:15]1[OH:16]. The yield is 0.850. (4) The reactants are [CH3:1][N:2]([CH3:17])[C:3]1[CH:12]=[CH:11][CH:10]=[C:9]2[C:4]=1[CH:5]=[CH:6][CH:7]=[C:8]2[S:13]([Cl:16])(=[O:15])=[O:14].FC(F)(F)S(O[C:24]1[CH:29]=[CH:28]C=[CH:26][C:25]=1[Si](C)(C)C)(=O)=O.[F-].[K+].C1OCCOCCOCCOCCOCCOC1. The catalyst is C1COCC1. The product is [CH3:1][N:2]([C:17]1[CH:28]=[CH:29][CH:24]=[CH:25][CH:26]=1)[C:3]1[CH:12]=[CH:11][CH:10]=[C:9]2[C:4]=1[CH:5]=[CH:6][CH:7]=[C:8]2[S:13]([Cl:16])(=[O:15])=[O:14]. The yield is 0.610.